This data is from Forward reaction prediction with 1.9M reactions from USPTO patents (1976-2016). The task is: Predict the product of the given reaction. (1) Given the reactants [F:1][C:2]1[CH:11]=[C:10]([F:12])[CH:9]=[C:8]2[C:3]=1[C:4]([NH:20][C:21]1[C:26](I)=[CH:25][N:24]=[C:23]([N:28]3[CH2:33][CH2:32][O:31][CH2:30][CH2:29]3)[CH:22]=1)=[C:5]([CH3:19])[C:6]([C:13]1[CH:18]=[CH:17][CH:16]=[CH:15][N:14]=1)=[N:7]2.[F:34][C:35]([F:46])([F:45])[C:36]1[CH:41]=[CH:40][C:39](B(O)O)=[CH:38][N:37]=1.C1(P(C2CCCCC2)C2CCCCC2)CCCCC1.[O-]P([O-])([O-])=O.[K+].[K+].[K+], predict the reaction product. The product is: [F:1][C:2]1[CH:11]=[C:10]([F:12])[CH:9]=[C:8]2[C:3]=1[C:4]([NH:20][C:21]1[CH:22]=[C:23]([N:28]3[CH2:33][CH2:32][O:31][CH2:30][CH2:29]3)[N:24]=[CH:25][C:26]=1[C:39]1[CH:38]=[N:37][C:36]([C:35]([F:46])([F:45])[F:34])=[CH:41][CH:40]=1)=[C:5]([CH3:19])[C:6]([C:13]1[CH:18]=[CH:17][CH:16]=[CH:15][N:14]=1)=[N:7]2. (2) Given the reactants Cl.[CH2:2]([O:4][C:5]1[CH:6]=[C:7]([C:14]2[C:15]([CH3:27])([CH3:26])[C:16](=[O:25])[N:17]([CH:19]3[CH2:24][CH2:23][NH:22][CH2:21][CH2:20]3)[N:18]=2)[CH:8]=[CH:9][C:10]=1[O:11][CH2:12][CH3:13])[CH3:3].[Cl:28][CH2:29][C:30](O[C:30](=[O:31])[CH2:29][Cl:28])=[O:31], predict the reaction product. The product is: [Cl:28][CH2:29][C:30]([N:22]1[CH2:23][CH2:24][CH:19]([N:17]2[C:16](=[O:25])[C:15]([CH3:27])([CH3:26])[C:14]([C:7]3[CH:8]=[CH:9][C:10]([O:11][CH2:12][CH3:13])=[C:5]([O:4][CH2:2][CH3:3])[CH:6]=3)=[N:18]2)[CH2:20][CH2:21]1)=[O:31]. (3) Given the reactants Br[C:2]1[CH:3]=[C:4]2[C:9](=[CH:10][CH:11]=1)[N:8]=[CH:7][C:6]([C:12](=[O:15])[CH2:13][CH3:14])=[C:5]2[NH:16][C@H:17]1[CH2:22][CH2:21][C@H:20]([N:23]([CH3:25])[CH3:24])[CH2:19][CH2:18]1.[Cl:26][C:27]1[CH:32]=[C:31](B2OC(C)(C)C(C)(C)O2)[CH:30]=[C:29]([Cl:42])[C:28]=1[OH:43], predict the reaction product. The product is: [Cl:42][C:29]1[CH:30]=[C:31]([C:2]2[CH:3]=[C:4]3[C:9](=[CH:10][CH:11]=2)[N:8]=[CH:7][C:6]([C:12](=[O:15])[CH2:13][CH3:14])=[C:5]3[NH:16][C@H:17]2[CH2:22][CH2:21][C@H:20]([N:23]([CH3:25])[CH3:24])[CH2:19][CH2:18]2)[CH:32]=[C:27]([Cl:26])[C:28]=1[OH:43]. (4) Given the reactants [C:1]([O:5][C:6]([N:8]1[CH2:15][CH:14]2[CH:10]([CH2:11][NH:12][CH2:13]2)[CH2:9]1)=[O:7])([CH3:4])([CH3:3])[CH3:2].Br[C:17]1[CH:22]=[CH:21][C:20]([Br:23])=[CH:19][N:18]=1.C1(P(C2C=CC=CC=2)C2C=CC3C(=CC=CC=3)C=2C2C3C(=CC=CC=3)C=CC=2P(C2C=CC=CC=2)C2C=CC=CC=2)C=CC=CC=1.CC([O-])(C)C.[Na+], predict the reaction product. The product is: [C:1]([O:5][C:6]([N:8]1[CH2:9][CH:10]2[CH:14]([CH2:13][N:12]([C:17]3[CH:22]=[CH:21][C:20]([Br:23])=[CH:19][N:18]=3)[CH2:11]2)[CH2:15]1)=[O:7])([CH3:4])([CH3:2])[CH3:3]. (5) The product is: [F:1][C:2]1[CH:21]=[CH:20][C:5]2[C:6]([C:9]3[CH:10]=[CH:11][C:12]([O:15][CH2:16][C@@H:17]([OH:18])[CH2:19][N:35]4[CH2:36][CH2:37][N:32]([C:27]5[C:26]6[C:30](=[CH:31][C:23]([F:22])=[CH:24][CH:25]=6)[NH:29][N:28]=5)[CH2:33][CH2:34]4)=[CH:13][CH:14]=3)=[N:7][O:8][C:4]=2[CH:3]=1. Given the reactants [F:1][C:2]1[CH:21]=[CH:20][C:5]2[C:6]([C:9]3[CH:14]=[CH:13][C:12]([O:15][CH2:16][C@@H:17]4[CH2:19][O:18]4)=[CH:11][CH:10]=3)=[N:7][O:8][C:4]=2[CH:3]=1.[F:22][C:23]1[CH:31]=[C:30]2[C:26]([C:27]([N:32]3[CH2:37][CH2:36][NH:35][CH2:34][CH2:33]3)=[N:28][NH:29]2)=[CH:25][CH:24]=1, predict the reaction product. (6) Given the reactants [C:1]([CH:3]([NH:9][CH:10]=O)[C:4]([O:6][CH2:7][CH3:8])=[O:5])#[N:2].COC1C=CC(P2(SP(C3C=CC(OC)=CC=3)(=S)S2)=[S:21])=CC=1, predict the reaction product. The product is: [NH2:2][C:1]1[S:21][CH:10]=[N:9][C:3]=1[C:4]([O:6][CH2:7][CH3:8])=[O:5]. (7) Given the reactants [OH:1][C:2]1([C:15]2[CH:16]=[CH:17][C:18]([CH2:21][N:22]3[C:30]4[C:25](=[CH:26][C:27]([S:31]([CH3:34])(=[O:33])=[O:32])=[CH:28][CH:29]=4)[CH:24]=[CH:23]3)=[N:19][CH:20]=2)[CH2:7][CH2:6][N:5]([C:8]([O:10][C:11]([CH3:14])([CH3:13])[CH3:12])=[O:9])[CH2:4][CH2:3]1.[H-].[Na+].[CH3:37]I.O, predict the reaction product. The product is: [CH3:34][S:31]([C:27]1[CH:26]=[C:25]2[C:30](=[CH:29][CH:28]=1)[N:22]([CH2:21][C:18]1[CH:17]=[CH:16][C:15]([C:2]3([O:1][CH3:37])[CH2:7][CH2:6][N:5]([C:8]([O:10][C:11]([CH3:14])([CH3:13])[CH3:12])=[O:9])[CH2:4][CH2:3]3)=[CH:20][N:19]=1)[CH:23]=[CH:24]2)(=[O:33])=[O:32]. (8) Given the reactants [N:1]([O-])=O.[Na+].[CH3:5][C:6]1[CH:15]=[CH:14][C:13]2[C:8](=[CH:9][CH:10]=[C:11]([NH2:16])[CH:12]=2)[N:7]=1.Cl.O.O.[Sn](Cl)Cl.[CH3:23][C:24]([CH3:31])([CH3:30])[C:25](=O)[CH2:26][C:27]#[N:28], predict the reaction product. The product is: [C:24]([C:25]1[CH:26]=[C:27]([NH2:28])[N:16]([C:11]2[CH:12]=[C:13]3[C:8](=[CH:9][CH:10]=2)[N:7]=[C:6]([CH3:5])[CH:15]=[CH:14]3)[N:1]=1)([CH3:31])([CH3:30])[CH3:23]. (9) Given the reactants C([N:8]1[CH2:13][CH:12]=[C:11]([C:14]([O:16][CH3:17])=[O:15])[CH2:10][CH2:9]1)C1C=CC=CC=1.ClC(OC(Cl)C)=O.CO.[C:27]([O:34]C([O-])=O)([O:29][C:30]([CH3:33])([CH3:32])[CH3:31])=O, predict the reaction product. The product is: [C:30]([O:29][C:27]([N:8]1[CH2:9][CH:10]=[C:11]([C:14]([O:16][CH3:17])=[O:15])[CH2:12][CH2:13]1)=[O:34])([CH3:31])([CH3:32])[CH3:33].